The task is: Predict the product of the given reaction.. This data is from Forward reaction prediction with 1.9M reactions from USPTO patents (1976-2016). Given the reactants [F:1][C:2]1[CH:3]=[C:4]([C:10]2[C:11]([NH2:22])=[CH:12][C:13]([N:16]3[CH2:21][CH2:20][O:19][CH2:18][CH2:17]3)=[N:14][CH:15]=2)[CH:5]=[CH:6][C:7]=1[O:8][CH3:9].Cl[C:24]1[C:33]2[C:28](=[CH:29][C:30]([F:35])=[CH:31][C:32]=2[F:34])[N:27]=[C:26]([C:36]2[CH:41]=[C:40]([CH3:42])[CH:39]=[CH:38][N:37]=2)[C:25]=1[CH3:43].C1(P(C2CCCCC2)C2(CCC)CC(CCC)=CC(CCC)=C2C2C=CC=CC=2)CCCCC1.CC(C1C=C(C(C)C)C(C2C=CC=CC=2P(C2CCCCC2)C2CCCCC2)=C(C(C)C)C=1)C.CC(C)([O-])C.[Na+], predict the reaction product. The product is: [F:34][C:32]1[CH:31]=[C:30]([F:35])[CH:29]=[C:28]2[C:33]=1[C:24]([NH:22][C:11]1[C:10]([C:4]3[CH:5]=[CH:6][C:7]([O:8][CH3:9])=[C:2]([F:1])[CH:3]=3)=[CH:15][N:14]=[C:13]([N:16]3[CH2:21][CH2:20][O:19][CH2:18][CH2:17]3)[CH:12]=1)=[C:25]([CH3:43])[C:26]([C:36]1[CH:41]=[C:40]([CH3:42])[CH:39]=[CH:38][N:37]=1)=[N:27]2.